Dataset: Full USPTO retrosynthesis dataset with 1.9M reactions from patents (1976-2016). Task: Predict the reactants needed to synthesize the given product. (1) The reactants are: [C:1]([NH:4][N:5]=[C:6]([C:14]#[N:15])[C:7]1[CH:12]=[CH:11][C:10]([Cl:13])=[CH:9][CH:8]=1)(=[NH:3])[NH2:2].C([OH:19])CC. Given the product [NH2:3][C:1]1[N:4]=[N:5][C:6]([C:7]2[CH:12]=[CH:11][C:10]([Cl:13])=[CH:9][CH:8]=2)=[C:14]([NH2:15])[N:2]=1.[Cl:13][C:10]1[CH:11]=[CH:12][C:7]([C:6]([C:14]#[N:15])=[O:19])=[CH:8][CH:9]=1, predict the reactants needed to synthesize it. (2) The reactants are: [Cl:1][C:2]1[CH:7]=[CH:6][C:5]([NH:8][C:9]([CH:11]2[CH2:16][N:15](C(OC(C)(C)C)=O)[CH2:14][C:13]([O:26][CH3:27])([O:24][CH3:25])[CH2:12]2)=[O:10])=[CH:4][CH:3]=1.FC(F)(F)C(O)=O. Given the product [Cl:1][C:2]1[CH:3]=[CH:4][C:5]([NH:8][C:9]([CH:11]2[CH2:12][C:13]([O:24][CH3:25])([O:26][CH3:27])[CH2:14][NH:15][CH2:16]2)=[O:10])=[CH:6][CH:7]=1, predict the reactants needed to synthesize it. (3) The reactants are: C[O:2][C:3]1([C:21]2[CH:26]=[CH:25][CH:24]=[CH:23][C:22]=2[CH3:27])[CH2:8][CH2:7][C:6]2[C:9]([CH2:18][O:19][CH3:20])=[CH:10][C:11]3[N:12]([CH3:17])[C:13]([CH3:16])=[N:14][C:15]=3[C:5]=2[O:4]1.Cl. Given the product [OH:4][C:5]1[C:15]2[N:14]=[C:13]([CH3:16])[N:12]([CH3:17])[C:11]=2[CH:10]=[C:9]([CH2:18][O:19][CH3:20])[C:6]=1[CH2:7][CH2:8][C:3]([C:21]1[CH:26]=[CH:25][CH:24]=[CH:23][C:22]=1[CH3:27])=[O:2], predict the reactants needed to synthesize it. (4) Given the product [Cl:1][C:2]1[C:7]([CH:8]2[CH2:9][CH2:10][N:11]([CH3:44])[CH2:12][CH2:13]2)=[CH:6][C:5]([C:14]#[N:15])=[CH:4][C:3]=1[NH:16][C:17]1[N:22]=[C:21]([NH:23][CH:33]2[CH2:35][CH2:34]2)[C:20]2=[N:36][CH:37]=[C:38]([C:39]#[N:40])[N:19]2[N:18]=1, predict the reactants needed to synthesize it. The reactants are: [Cl:1][C:2]1[C:7]([CH:8]2[CH2:13][CH2:12][NH:11][CH2:10][CH2:9]2)=[CH:6][C:5]([C:14]#[N:15])=[CH:4][C:3]=1[NH:16][C:17]1[N:22]=[C:21]([N:23]([CH:33]2[CH2:35][CH2:34]2)CC2C=CC(OC)=CC=2)[C:20]2=[N:36][CH:37]=[C:38]([C:39]#[N:40])[N:19]2[N:18]=1.C=O.O.[CH3:44]C(O)=O.C([O-])(O)=O.[Na+].C1(OC)C=CC=CC=1.C(O)(C(F)(F)F)=O. (5) Given the product [Cl:28][C:25]1[CH:26]=[CH:27][C:22]([CH2:21][C:20]([NH:19][N:10]2[N:9]=[C:8]([C:5]3[CH:6]=[CH:7][CH:2]=[CH:3][CH:4]=3)[C:17]3[C:12](=[CH:13][CH:14]=[CH:15][CH:16]=3)[C:11]2=[O:18])=[O:29])=[CH:23][CH:24]=1, predict the reactants needed to synthesize it. The reactants are: Br[C:2]1[CH:7]=[CH:6][C:5]([C:8]2[C:17]3[C:12](=[CH:13][CH:14]=[CH:15][CH:16]=3)[C:11](=[O:18])[N:10]([NH:19][C:20](=[O:29])[CH2:21][C:22]3[CH:27]=[CH:26][C:25]([Cl:28])=[CH:24][CH:23]=3)[N:9]=2)=[CH:4][CH:3]=1. (6) Given the product [NH2:39][CH2:38][CH2:37][N:34]1[CH2:35][CH2:36][N:31]([CH2:30][C:29]([NH:28][CH:14]2[CH2:13][C:9]3[CH:10]=[CH:11][CH:12]=[C:7]([C:6]([OH:5])=[O:51])[C:8]=3[O:23][B:15]2[OH:16])=[O:48])[C:32](=[O:47])[CH2:33]1, predict the reactants needed to synthesize it. The reactants are: C([O:5][C:6](=[O:51])[C:7]1[CH:12]=[CH:11][CH:10]=[C:9]([CH2:13][CH:14]([NH:28][C:29](=[O:48])[CH2:30][N:31]2[CH2:36][CH2:35][N:34]([CH2:37][CH2:38][NH:39]C(OC(C)(C)C)=O)[CH2:33][C:32]2=[O:47])[B:15]2[O:23]C3C(C)(C4CC(C3)C4(C)C)[O:16]2)[C:8]=1OC)(C)(C)C.B(Cl)(Cl)Cl. (7) Given the product [F:1][C:2]1[CH:21]=[CH:20][C:5]2[C:6]([C:9]3[CH:14]=[CH:13][C:12]([O:15][CH2:16][C@H:17]([OH:18])[CH2:19][NH:7][CH2:6][C:9]4[CH:14]=[CH:13][C:12]([O:15][CH3:16])=[CH:11][CH:10]=4)=[CH:11][CH:10]=3)=[N:7][O:8][C:4]=2[CH:3]=1, predict the reactants needed to synthesize it. The reactants are: [F:1][C:2]1[CH:21]=[CH:20][C:5]2[C:6]([C:9]3[CH:14]=[CH:13][C:12]([O:15][CH2:16][C@H:17]4[CH2:19][O:18]4)=[CH:11][CH:10]=3)=[N:7][O:8][C:4]=2[CH:3]=1. (8) Given the product [CH3:1][O:2][C:3]1[C:12]([O:13][CH3:14])=[CH:11][C:10]2[CH:9]3[N:8]([CH:7]([CH2:15][CH2:16][CH3:17])[CH2:6][C:5]=2[CH:4]=1)[CH:21]=[C:22]([C:23]([O:25][CH2:26][CH3:27])=[O:24])[C:28](=[O:30])[CH2:29]3, predict the reactants needed to synthesize it. The reactants are: [CH3:1][O:2][C:3]1[CH:4]=[C:5]2[C:10](=[CH:11][C:12]=1[O:13][CH3:14])[CH:9]=[N:8][CH:7]([CH2:15][CH2:16][CH3:17])[CH2:6]2.CN([CH:21]=[C:22]([C:28](=[O:30])[CH3:29])[C:23]([O:25][CH2:26][CH3:27])=[O:24])C. (9) Given the product [Cl:22][C:23]1[C:28]([Cl:29])=[C:27]([N+:30]([O-:32])=[O:31])[CH:26]=[CH:25][C:24]=1[S:1][CH2:5][C:6]1[CH:11]=[CH:10][N:9]=[C:8]([NH2:12])[CH:7]=1, predict the reactants needed to synthesize it. The reactants are: [SH2:1].[Na].Br.Br[CH2:5][C:6]1[CH:11]=[CH:10][N:9]=[C:8]([NH2:12])[CH:7]=1.CCN(C(C)C)C(C)C.[Cl:22][C:23]1[C:28]([Cl:29])=[C:27]([N+:30]([O-:32])=[O:31])[CH:26]=[CH:25][C:24]=1F. (10) Given the product [NH2:29][C:30]1[S:34][C:33]([C:35]2[C:40]([F:41])=[CH:39][CH:38]=[CH:37][N:36]=2)=[N:32][C:31]=1[C:42]([NH:1][C:2]1[CH:3]=[N:4][CH:5]=[CH:6][C:7]=1[N:8]1[CH2:13][CH2:12][CH2:11][C@H:10]([NH2:14])[CH2:9]1)=[O:43], predict the reactants needed to synthesize it. The reactants are: [NH2:1][C:2]1[CH:3]=[N:4][CH:5]=[CH:6][C:7]=1[N:8]1[CH2:13][CH2:12][CH2:11][C@H:10]([NH:14]C(=O)OC(C)(C)C)[CH2:9]1.C(OC([NH:29][C:30]1[S:34][C:33]([C:35]2[C:40]([F:41])=[CH:39][CH:38]=[CH:37][N:36]=2)=[N:32][C:31]=1[C:42](O)=[O:43])=O)(C)(C)C.